From a dataset of Peptide-MHC class I binding affinity with 185,985 pairs from IEDB/IMGT. Regression. Given a peptide amino acid sequence and an MHC pseudo amino acid sequence, predict their binding affinity value. This is MHC class I binding data. The peptide sequence is FSFEIALLK. The MHC is HLA-B57:01 with pseudo-sequence HLA-B57:01. The binding affinity (normalized) is 0.0847.